This data is from Reaction yield outcomes from USPTO patents with 853,638 reactions. The task is: Predict the reaction yield, written as a fraction of the theoretical maximum amount of product (1.0 means a 100% yield; for example, 0.34 means a 34% yield). (1) The reactants are S(O)(O)(=O)=O.[CH3:6][S:7][C:8](=[NH:10])[NH2:9].[CH:11]1([C:15](/[C:17](=[CH:22]/N(C)C)/[C:18]([O:20][CH3:21])=[O:19])=O)[CH2:14][CH2:13][CH2:12]1.C([O-])(=O)C.[Na+].O. The catalyst is CN(C=O)C.CCOC(C)=O. The product is [CH:11]1([C:15]2[C:17]([C:18]([O:20][CH3:21])=[O:19])=[CH:22][N:9]=[C:8]([S:7][CH3:6])[N:10]=2)[CH2:12][CH2:13][CH2:14]1. The yield is 0.443. (2) The reactants are [C:1]([N:4]1[CH2:9][CH2:8][C:7]2[N:10]([CH:37]3[CH2:42][CH2:41][O:40][CH2:39][CH2:38]3)[N:11]=[C:12]([N:13]3[C:22]4[C:17](=[CH:18][C:19]([C:27]5[CH:28]=[CH:29][C:30]([C:33](O)=[O:34])=[N:31][CH:32]=5)=[C:20]([C:23]([F:26])([F:25])[F:24])[CH:21]=4)[N:16]([CH3:36])[CH2:15][CH2:14]3)[C:6]=2[CH2:5]1)(=[O:3])[CH3:2].Cl.CN.[CH:46]([N:49](CC)C(C)C)(C)C.CN(C(ON1N=NC2C=CC=NC1=2)=[N+](C)C)C.F[P-](F)(F)(F)(F)F. The catalyst is C(Cl)Cl.O. The product is [C:1]([N:4]1[CH2:9][CH2:8][C:7]2[N:10]([CH:37]3[CH2:38][CH2:39][O:40][CH2:41][CH2:42]3)[N:11]=[C:12]([N:13]3[C:22]4[C:17](=[CH:18][C:19]([C:27]5[CH:28]=[CH:29][C:30]([C:33]([NH:49][CH3:46])=[O:34])=[N:31][CH:32]=5)=[C:20]([C:23]([F:24])([F:25])[F:26])[CH:21]=4)[N:16]([CH3:36])[CH2:15][CH2:14]3)[C:6]=2[CH2:5]1)(=[O:3])[CH3:2]. The yield is 0.260. (3) The reactants are [CH3:1][O:2][C:3](=[O:15])[C:4]1[C:5](=[C:10](I)[CH:11]=[CH:12][CH:13]=1)[C:6]([O:8][CH3:9])=[O:7].[CH3:16][O:17][C:18]1[CH:23]=[C:22]([O:24][CH2:25][CH2:26][N:27]2[CH2:31][CH2:30][CH2:29][CH2:28]2)[CH:21]=[CH:20][C:19]=1[NH2:32].C1C=CC(P(C2C(C3C(P(C4C=CC=CC=4)C4C=CC=CC=4)=CC=C4C=3C=CC=C4)=C3C(C=CC=C3)=CC=2)C2C=CC=CC=2)=CC=1.C(=O)([O-])[O-].[Cs+].[Cs+]. The catalyst is C1(C)C=CC=CC=1.C(Cl)Cl.C1C=CC(/C=C/C(/C=C/C2C=CC=CC=2)=O)=CC=1.C1C=CC(/C=C/C(/C=C/C2C=CC=CC=2)=O)=CC=1.C1C=CC(/C=C/C(/C=C/C2C=CC=CC=2)=O)=CC=1.[Pd].[Pd]. The product is [CH3:1][O:2][C:3](=[O:15])[C:4]1[C:5](=[C:10]([NH:32][C:19]2[CH:20]=[CH:21][C:22]([O:24][CH2:25][CH2:26][N:27]3[CH2:31][CH2:30][CH2:29][CH2:28]3)=[CH:23][C:18]=2[O:17][CH3:16])[CH:11]=[CH:12][CH:13]=1)[C:6]([O:8][CH3:9])=[O:7]. The yield is 0.690. (4) The reactants are [NH2:1][C:2]1[C:3]2[CH:11]=[N:10][N:9]([C:12]3[CH:17]=[CH:16][CH:15]=[CH:14][CH:13]=3)[C:4]=2[NH:5][C:6](=[O:8])[CH:7]=1.C(=O)([O-])[O-].[Cs+].[Cs+].Cl.Cl[CH2:26][C:27]1[N:28]([CH3:32])[N:29]=[CH:30][N:31]=1. The catalyst is CN(C=O)C. The product is [CH3:32][N:28]1[C:27]([CH2:26][O:8][C:6]2[N:5]=[C:4]3[N:9]([C:12]4[CH:13]=[CH:14][CH:15]=[CH:16][CH:17]=4)[N:10]=[CH:11][C:3]3=[C:2]([NH2:1])[CH:7]=2)=[N:31][CH:30]=[N:29]1. The yield is 0.960.